This data is from Catalyst prediction with 721,799 reactions and 888 catalyst types from USPTO. The task is: Predict which catalyst facilitates the given reaction. (1) Reactant: [NH2:1][C:2]([C:4]1[CH:5]=[N:6][C:7]2[C:12]([C:13]=1[NH:14][C:15]1[CH:16]=[C:17]([CH:23]=[CH:24][CH:25]=1)[C:18]([O:20][CH2:21][CH3:22])=[O:19])=[CH:11][CH:10]=[C:9](Br)[CH:8]=2)=[O:3].[Cl:27][C:28]1[N:29]([CH3:42])[C:30](B2OC(C)(C)C(C)(C)O2)=[CH:31][N:32]=1.C(=O)([O-])[O-].[K+].[K+]. Product: [NH2:1][C:2]([C:4]1[CH:5]=[N:6][C:7]2[C:12]([C:13]=1[NH:14][C:15]1[CH:16]=[C:17]([CH:23]=[CH:24][CH:25]=1)[C:18]([O:20][CH2:21][CH3:22])=[O:19])=[CH:11][CH:10]=[C:9]([C:30]1[N:29]([CH3:42])[C:28]([Cl:27])=[N:32][CH:31]=1)[CH:8]=2)=[O:3]. The catalyst class is: 70. (2) Reactant: C[O:2][C:3](=[O:15])[C:4]1[CH:9]=[C:8]([S:10]([CH3:13])(=[O:12])=[O:11])[CH:7]=[C:6]([Cl:14])[CH:5]=1.O.[OH-].[Li+]. Product: [Cl:14][C:6]1[CH:5]=[C:4]([CH:9]=[C:8]([S:10]([CH3:13])(=[O:12])=[O:11])[CH:7]=1)[C:3]([OH:15])=[O:2]. The catalyst class is: 30. (3) Reactant: [CH3:1][CH:2]([C:5]1[C:9]([CH2:10][CH2:11][CH2:12][OH:13])=[CH:8][N:7]([C:14]2[CH:19]=[CH:18][C:17]([C:20]([F:23])([F:22])[F:21])=[CH:16][N:15]=2)[N:6]=1)[CH2:3][CH3:4].O[C:25]1[C:30]([O:31][CH3:32])=[CH:29][CH:28]=[CH:27][C:26]=1[CH2:33][C:34]([O:36]C)=[O:35].C(P(CCCC)CCCC)CCC.N(C(N1CCCCC1)=O)=NC(N1CCCCC1)=O. Product: [CH3:32][O:31][C:30]1[C:25]([O:13][CH2:12][CH2:11][CH2:10][C:9]2[C:5]([CH:2]([CH3:1])[CH2:3][CH3:4])=[N:6][N:7]([C:14]3[CH:19]=[CH:18][C:17]([C:20]([F:23])([F:21])[F:22])=[CH:16][N:15]=3)[CH:8]=2)=[C:26]([CH2:33][C:34]([OH:36])=[O:35])[CH:27]=[CH:28][CH:29]=1. The catalyst class is: 7. (4) Reactant: [F:1][CH:2]([F:23])[O:3][C:4]1[CH:9]=[CH:8][C:7]([C:10]#[C:11][C:12]2[CH:13]=[C:14]([CH:18]3OCC[O:19]3)[CH:15]=[CH:16][CH:17]=2)=[CH:6][CH:5]=1.C1COCC1.Cl. Product: [F:1][CH:2]([F:23])[O:3][C:4]1[CH:9]=[CH:8][C:7]([C:10]#[C:11][C:12]2[CH:13]=[C:14]([CH:15]=[CH:16][CH:17]=2)[CH:18]=[O:19])=[CH:6][CH:5]=1. The catalyst class is: 6. (5) Reactant: Cl[C:2]1[CH:7]=[C:6]([N+:8]([O-:10])=[O:9])[CH:5]=[CH:4][N:3]=1.[OH:11][CH:12]1[CH2:17][CH2:16][N:15]([C:18]([O:20][C:21]([CH3:24])([CH3:23])[CH3:22])=[O:19])[CH2:14][CH2:13]1.C(=O)([O-])[O-].[Cs+].[Cs+].C(P(C(C)(C)C)C1C=CC2C(=CC=CC=2)C=1C1C2C(=CC=CC=2)C=CC=1)(C)(C)C. Product: [C:21]([O:20][C:18]([N:15]1[CH2:16][CH2:17][CH:12]([O:11][C:2]2[CH:7]=[C:6]([N+:8]([O-:10])=[O:9])[CH:5]=[CH:4][N:3]=2)[CH2:13][CH2:14]1)=[O:19])([CH3:24])([CH3:22])[CH3:23]. The catalyst class is: 487.